The task is: Predict the reaction yield, written as a fraction of the theoretical maximum amount of product (1.0 means a 100% yield; for example, 0.34 means a 34% yield).. This data is from Reaction yield outcomes from USPTO patents with 853,638 reactions. (1) The reactants are [NH2:1][C:2]1[CH:11]=[CH:10][C:9]([F:12])=[CH:8][C:3]=1[C:4]([O:6]C)=O.[C:13]([C:18]#[N:19])(=[O:17])[O:14][CH2:15][CH3:16].Cl. The catalyst is CC(O)=O. The product is [F:12][C:9]1[CH:8]=[C:3]2[C:2](=[CH:11][CH:10]=1)[N:1]=[C:18]([C:13]([O:14][CH2:15][CH3:16])=[O:17])[NH:19][C:4]2=[O:6]. The yield is 0.860. (2) The reactants are C[O:2][C:3](=[O:25])[CH2:4][CH2:5][CH2:6][CH2:7][NH:8][C:9](=[O:24])[CH:10]=[C:11]1[C:23]2[CH:22]=[CH:21][CH:20]=[CH:19][C:18]=2[C:17]2[C:12]1=[CH:13][CH:14]=[CH:15][CH:16]=2.CO.[Li+].[OH-].Cl. The catalyst is O. The product is [CH:13]1[C:12]2[C:11](=[CH:10][C:9]([NH:8][CH2:7][CH2:6][CH2:5][CH2:4][C:3]([OH:25])=[O:2])=[O:24])[C:23]3[C:18](=[CH:19][CH:20]=[CH:21][CH:22]=3)[C:17]=2[CH:16]=[CH:15][CH:14]=1. The yield is 0.870. (3) The reactants are C[O:2][C:3](=[O:29])[CH:4]([NH:19][C:20]1[CH:25]=[CH:24][C:23]([C:26](=[NH:28])[NH2:27])=[CH:22][CH:21]=1)[C:5]1[CH:10]=[CH:9][C:8]([O:11][CH2:12][CH2:13][O:14][CH3:15])=[C:7]([O:16][CH2:17][CH3:18])[CH:6]=1.[OH-].[Na+:31]. The catalyst is CO. The product is [C:26]([C:23]1[CH:22]=[CH:21][C:20]([NH:19][CH:4]([C:5]2[CH:10]=[CH:9][C:8]([O:11][CH2:12][CH2:13][O:14][CH3:15])=[C:7]([O:16][CH2:17][CH3:18])[CH:6]=2)[C:3]([O-:29])=[O:2])=[CH:25][CH:24]=1)(=[NH:27])[NH2:28].[Na+:31]. The yield is 0.180. (4) The reactants are [N:1]([CH2:4][CH2:5][NH:6]C(=O)CCCCCCCCCCCCC)=[N+:2]=[N-:3].[C:22]([C:26]1[CH:34]=[CH:33][C:29]([C:30](Cl)=[O:31])=[CH:28][CH:27]=1)([CH3:25])([CH3:24])[CH3:23].N(CCN)=[N+]=[N-].C(N(CC)CC)C. The catalyst is ClCCl. The product is [N:1]([CH2:4][CH2:5][NH:6][C:30](=[O:31])[C:29]1[CH:33]=[CH:34][C:26]([C:22]([CH3:25])([CH3:24])[CH3:23])=[CH:27][CH:28]=1)=[N+:2]=[N-:3]. The yield is 0.730.